Regression. Given two drug SMILES strings and cell line genomic features, predict the synergy score measuring deviation from expected non-interaction effect. From a dataset of NCI-60 drug combinations with 297,098 pairs across 59 cell lines. (1) Drug 1: C1=CC(=C2C(=C1NCCNCCO)C(=O)C3=C(C=CC(=C3C2=O)O)O)NCCNCCO. Drug 2: CCCCC(=O)OCC(=O)C1(CC(C2=C(C1)C(=C3C(=C2O)C(=O)C4=C(C3=O)C=CC=C4OC)O)OC5CC(C(C(O5)C)O)NC(=O)C(F)(F)F)O. Cell line: UACC-257. Synergy scores: CSS=5.10, Synergy_ZIP=-0.846, Synergy_Bliss=1.47, Synergy_Loewe=0.440, Synergy_HSA=0.0974. (2) Drug 1: CN1CCC(CC1)COC2=C(C=C3C(=C2)N=CN=C3NC4=C(C=C(C=C4)Br)F)OC. Drug 2: C1=C(C(=O)NC(=O)N1)F. Cell line: NCI/ADR-RES. Synergy scores: CSS=30.2, Synergy_ZIP=-8.20, Synergy_Bliss=-8.64, Synergy_Loewe=-7.00, Synergy_HSA=-6.37. (3) Drug 1: CC(C1=C(C=CC(=C1Cl)F)Cl)OC2=C(N=CC(=C2)C3=CN(N=C3)C4CCNCC4)N. Drug 2: CN(CCCl)CCCl.Cl. Cell line: UACC-257. Synergy scores: CSS=-3.21, Synergy_ZIP=2.02, Synergy_Bliss=0.631, Synergy_Loewe=-3.47, Synergy_HSA=-2.96. (4) Drug 1: C1=CC(=CC=C1CCC2=CNC3=C2C(=O)NC(=N3)N)C(=O)NC(CCC(=O)O)C(=O)O. Drug 2: CS(=O)(=O)CCNCC1=CC=C(O1)C2=CC3=C(C=C2)N=CN=C3NC4=CC(=C(C=C4)OCC5=CC(=CC=C5)F)Cl. Cell line: SNB-75. Synergy scores: CSS=27.4, Synergy_ZIP=-0.552, Synergy_Bliss=-2.71, Synergy_Loewe=-2.82, Synergy_HSA=0.630.